This data is from Reaction yield outcomes from USPTO patents with 853,638 reactions. The task is: Predict the reaction yield, written as a fraction of the theoretical maximum amount of product (1.0 means a 100% yield; for example, 0.34 means a 34% yield). The reactants are [F:1][C:2]1[CH:7]=[CH:6][C:5]([C:8]2([C:14]([OH:16])=O)[CH2:13][CH2:12][CH2:11][CH2:10][CH2:9]2)=[CH:4][CH:3]=1.[CH3:17][NH2:18]. No catalyst specified. The product is [F:1][C:2]1[CH:7]=[CH:6][C:5]([C:8]2([C:14]([NH:18][CH3:17])=[O:16])[CH2:13][CH2:12][CH2:11][CH2:10][CH2:9]2)=[CH:4][CH:3]=1. The yield is 0.860.